Task: Regression. Given a peptide amino acid sequence and an MHC pseudo amino acid sequence, predict their binding affinity value. This is MHC class I binding data.. Dataset: Peptide-MHC class I binding affinity with 185,985 pairs from IEDB/IMGT (1) The peptide sequence is RPMTFKAAV. The MHC is HLA-C06:02 with pseudo-sequence HLA-C06:02. The binding affinity (normalized) is 0. (2) The peptide sequence is LTAGFLIFL. The MHC is HLA-B35:01 with pseudo-sequence HLA-B35:01. The binding affinity (normalized) is 0. (3) The peptide sequence is FPHTELANL. The MHC is HLA-A11:01 with pseudo-sequence HLA-A11:01. The binding affinity (normalized) is 0.0847. (4) The peptide sequence is YTFCGTIEY. The MHC is SLA-10401 with pseudo-sequence SLA-10401. The binding affinity (normalized) is 0.703. (5) The peptide sequence is FPLMAKNEA. The MHC is HLA-A02:03 with pseudo-sequence HLA-A02:03. The binding affinity (normalized) is 0.0679. (6) The peptide sequence is RGRIGRTYL. The MHC is HLA-B35:01 with pseudo-sequence HLA-B35:01. The binding affinity (normalized) is 0.0847. (7) The peptide sequence is NPLFHGGEPI. The MHC is HLA-B54:01 with pseudo-sequence HLA-B54:01. The binding affinity (normalized) is 0.450. (8) The peptide sequence is NPANKEESI. The MHC is HLA-A80:01 with pseudo-sequence HLA-A80:01. The binding affinity (normalized) is 0.0847. (9) The MHC is HLA-A31:01 with pseudo-sequence HLA-A31:01. The peptide sequence is GVRVRVAVNK. The binding affinity (normalized) is 0.131.